From a dataset of Catalyst prediction with 721,799 reactions and 888 catalyst types from USPTO. Predict which catalyst facilitates the given reaction. Reactant: [CH3:1][C:2]1[C:3]([CH2:14][S:15][C:16]2[NH:20][C:19]3[CH:21]=[CH:22][CH:23]=[CH:24][C:18]=3[N:17]=2)=[N:4][CH:5]=[CH:6][C:7]=1[O:8][CH2:9][C:10]([F:13])([F:12])[F:11].I[CH:26]([O:28][C:29]([O:31][CH:32]([CH2:39][C:40]([O:42][CH2:43][CH3:44])=[O:41])[CH2:33][C:34]([O:36][CH2:37][CH3:38])=[O:35])=[O:30])[CH3:27].C(=O)([O-])O.[Na+].C(#N)C. Product: [CH3:1][C:2]1[C:3]([CH2:14][S:15][C:16]2[N:17]([CH:26]([O:28][C:29]([O:31][CH:32]([CH2:39][C:40]([O:42][CH2:43][CH3:44])=[O:41])[CH2:33][C:34]([O:36][CH2:37][CH3:38])=[O:35])=[O:30])[CH3:27])[C:18]3[CH:24]=[CH:23][CH:22]=[CH:21][C:19]=3[N:20]=2)=[N:4][CH:5]=[CH:6][C:7]=1[O:8][CH2:9][C:10]([F:12])([F:11])[F:13]. The catalyst class is: 6.